Task: Predict the product of the given reaction.. Dataset: Forward reaction prediction with 1.9M reactions from USPTO patents (1976-2016) (1) Given the reactants [C:1]1([N:7]([CH2:29][CH2:30][C:31]([O:33][CH2:34][CH3:35])=[O:32])[C:8]([C:10]2[CH:11]=[CH:12][C:13]3[S:17][C:16]([CH2:18][CH2:19][C:20]4[CH:25]=[CH:24][C:23]([C:26]#[N:27])=[CH:22][CH:21]=4)=[N:15][C:14]=3[CH:28]=2)=[O:9])[CH:6]=[CH:5][CH:4]=[CH:3][CH:2]=1.[ClH:36].C(O)C.C(=O)([O-])[O-].[NH4+:44].[NH4+], predict the reaction product. The product is: [ClH:36].[C:1]1([N:7]([CH2:29][CH2:30][C:31]([O:33][CH2:34][CH3:35])=[O:32])[C:8]([C:10]2[CH:11]=[CH:12][C:13]3[S:17][C:16]([CH2:18][CH2:19][C:20]4[CH:21]=[CH:22][C:23]([C:26](=[NH:44])[NH2:27])=[CH:24][CH:25]=4)=[N:15][C:14]=3[CH:28]=2)=[O:9])[CH:6]=[CH:5][CH:4]=[CH:3][CH:2]=1. (2) Given the reactants CN(C)C=O.[OH:6][C:7]1[C:14]([OH:15])=[CH:13][CH:12]=[CH:11][C:8]=1[CH:9]=[O:10].Br[CH2:17][CH2:18]Br.C(=O)([O-])[O-].[K+].[K+], predict the reaction product. The product is: [O:15]1[C:14]2[CH:13]=[CH:12][CH:11]=[C:8]([CH:9]=[O:10])[C:7]=2[O:6][CH2:18][CH2:17]1. (3) The product is: [CH2:1]([O:3][C:4]([CH:6]1[CH2:7][CH2:8][CH:9]([C:12]2[CH:13]=[C:14]3[C:19](=[C:20]([C:22]4[CH:27]=[CH:26][CH:25]=[C:24]([O:32][C:31]([F:58])([F:57])[F:30])[CH:23]=4)[N:21]=2)[N:18]=[CH:17][CH:16]=[CH:15]3)[CH2:10][CH2:11]1)=[O:5])[CH3:2]. Given the reactants [CH2:1]([O:3][C:4]([CH:6]1[CH2:11][CH2:10][CH:9]([C:12]2[CH:13]=[C:14]3[C:19](=[C:20]([C:22]4[CH:27]=[CH:26][CH:25]=[C:24](C#N)[CH:23]=4)[N:21]=2)[N:18]=[CH:17][CH:16]=[CH:15]3)[CH2:8][CH2:7]1)=[O:5])[CH3:2].[F:30][C:31]([F:58])([F:57])[O:32]C1C=C(C2N=C(OS(C(F)(F)F)(=O)=O)C=C3C=2N=CC=C3)C=CC=1, predict the reaction product.